From a dataset of Forward reaction prediction with 1.9M reactions from USPTO patents (1976-2016). Predict the product of the given reaction. (1) Given the reactants [CH3:1][CH:2]1[CH2:7][CH2:6][CH2:5][C:4](=O)[CH2:3]1.C[N:10]1[CH:15]=[C:14]([N+:16]([O-:18])=[O:17])[CH:13]=C([N+]([O-])=O)C1=O.N, predict the reaction product. The product is: [CH3:1][CH:2]1[CH2:3][C:4]2[N:10]=[CH:15][C:14]([N+:16]([O-:18])=[O:17])=[CH:13][C:5]=2[CH2:6][CH2:7]1. (2) Given the reactants Br[C:2]1[CH:22]=[CH:21][CH:20]=[CH:19][C:3]=1[NH:4][C:5]1[CH:10]=[CH:9][C:8]([CH2:11][CH2:12][CH2:13][CH2:14][CH2:15][CH2:16][CH2:17][CH3:18])=[CH:7][CH:6]=1.C1(P(C2CCCCC2)C2C=CC=CC=2C2C=CC=CC=2N(C)C)CCCCC1.C(N(CC)CC)C.C(C1(CC)C2C=C([B:73]3[O:77][C:76]([CH3:79])([CH3:78])[C:75]([CH3:81])([CH3:80])[O:74]3)C=CC=2C2C1=CC([B:73]1[O:77][C:76]([CH3:79])([CH3:78])[C:75]([CH3:81])([CH3:80])[O:74]1)=CC=2)C, predict the reaction product. The product is: [CH2:11]([C:8]1[CH:9]=[CH:10][C:5]([NH:4][C:3]2[CH:19]=[CH:20][CH:21]=[CH:22][C:2]=2[B:73]2[O:77][C:76]([CH3:79])([CH3:78])[C:75]([CH3:81])([CH3:80])[O:74]2)=[CH:6][CH:7]=1)[CH2:12][CH2:13][CH2:14][CH2:15][CH2:16][CH2:17][CH3:18]. (3) Given the reactants [CH3:1][N:2]1[CH2:6][CH2:5][CH2:4][C@H:3]1[C:7]1[N:11]2[CH:12]=[C:13]([O:16][C@H:17]3[C:26]4[C:21](=[CH:22][CH:23]=[CH:24][CH:25]=4)[C@@H:20]([NH2:27])[CH2:19][CH2:18]3)[CH:14]=[CH:15][C:10]2=[N:9][N:8]=1.ClC(Cl)(Cl)C[O:31][C:32](=O)[NH:33][C:34]1[N:35]([C:43]2[CH:48]=[CH:47][CH:46]=[C:45]([CH2:49][OH:50])[CH:44]=2)[N:36]=[C:37]([C:39]([CH3:42])([CH3:41])[CH3:40])[CH:38]=1.CCN(C(C)C)C(C)C, predict the reaction product. The product is: [NH3:2].[C:39]([C:37]1[CH:38]=[C:34]([NH:33][C:32]([NH:27][C@@H:20]2[C:21]3[C:26](=[CH:25][CH:24]=[CH:23][CH:22]=3)[C@H:17]([O:16][C:13]3[CH:14]=[CH:15][C:10]4[N:11]([C:7]([C@@H:3]5[CH2:4][CH2:5][CH2:6][N:2]5[CH3:1])=[N:8][N:9]=4)[CH:12]=3)[CH2:18][CH2:19]2)=[O:31])[N:35]([C:43]2[CH:48]=[CH:47][CH:46]=[C:45]([CH2:49][OH:50])[CH:44]=2)[N:36]=1)([CH3:42])([CH3:40])[CH3:41]. (4) Given the reactants [C:1]1([C:7]2[CH:8]=[CH:9][C:10]3[N:11]([C:13]([CH2:16][OH:17])=[CH:14][N:15]=3)[N:12]=2)[CH:6]=[CH:5][CH:4]=[CH:3][CH:2]=1.Cl[C:19]1[C:28]2[C:23](=[CH:24][C:25]([O:29][CH3:30])=[CH:26][CH:27]=2)[N:22]=[CH:21][CH:20]=1.C([O-])([O-])=O.[Cs+].[Cs+].CS(C)=O, predict the reaction product. The product is: [CH3:30][O:29][C:25]1[CH:24]=[C:23]2[C:28]([C:19]([O:17][CH2:16][C:13]3[N:11]4[N:12]=[C:7]([C:1]5[CH:2]=[CH:3][CH:4]=[CH:5][CH:6]=5)[CH:8]=[CH:9][C:10]4=[N:15][CH:14]=3)=[CH:20][CH:21]=[N:22]2)=[CH:27][CH:26]=1. (5) Given the reactants [CH2:1]([O:8][C@@H:9]1[C@@H:14]([O:15][CH2:16][C:17]2[CH:22]=[CH:21][CH:20]=[CH:19][CH:18]=2)[C@H:13]([O:23][CH2:24][C:25]2[CH:30]=[CH:29][CH:28]=[CH:27][CH:26]=2)[C@@H:12]([O:31][CH2:32][C:33]2[CH:38]=[CH:37][CH:36]=[CH:35][CH:34]=2)[CH2:11][C@@H:10]1[NH2:39])[C:2]1[CH:7]=[CH:6][CH:5]=[CH:4][CH:3]=1.[CH3:40][C:41]1([CH3:75])[O:45][C@@H:44]([CH:46]2[CH2:48][N@@:47]2[S:49]([C:52]2[CH:57]=[CH:56][CH:55]=[CH:54][C:53]=2[N+:58]([O-:60])=[O:59])(=[O:51])=[O:50])[C@@H:43]([CH2:61][CH2:62][CH2:63][CH2:64][CH2:65][CH2:66][CH2:67][CH2:68][CH2:69][CH2:70][CH2:71][CH2:72][CH2:73][CH3:74])[O:42]1, predict the reaction product. The product is: [CH3:75][C:41]1([CH3:40])[O:45][C@@H:44]([C@@H:46]([NH:47][S:49]([C:52]2[CH:57]=[CH:56][CH:55]=[CH:54][C:53]=2[N+:58]([O-:60])=[O:59])(=[O:50])=[O:51])[CH2:48][NH:39][C@H:10]2[CH2:11][C@H:12]([O:31][CH2:32][C:33]3[CH:34]=[CH:35][CH:36]=[CH:37][CH:38]=3)[C@@H:13]([O:23][CH2:24][C:25]3[CH:26]=[CH:27][CH:28]=[CH:29][CH:30]=3)[C@H:14]([O:15][CH2:16][C:17]3[CH:22]=[CH:21][CH:20]=[CH:19][CH:18]=3)[C@H:9]2[O:8][CH2:1][C:2]2[CH:7]=[CH:6][CH:5]=[CH:4][CH:3]=2)[C@@H:43]([CH2:61][CH2:62][CH2:63][CH2:64][CH2:65][CH2:66][CH2:67][CH2:68][CH2:69][CH2:70][CH2:71][CH2:72][CH2:73][CH3:74])[O:42]1. (6) Given the reactants [F:1][C:2]1[CH:18]=[C:17]([F:19])[CH:16]=[CH:15][C:3]=1[C:4]([NH:6][C:7]1[CH:12]=[CH:11][C:10]([F:13])=[C:9]([NH2:14])[CH:8]=1)=[O:5].[CH3:20][N:21]1[CH2:26][CH2:25][C:24](=O)[CH2:23][CH2:22]1.C(O)(=O)C.C(O[BH-](OC(=O)C)OC(=O)C)(=O)C.[Na+].[Cl:46]CCCl, predict the reaction product. The product is: [ClH:46].[F:1][C:2]1[CH:18]=[C:17]([F:19])[CH:16]=[CH:15][C:3]=1[C:4]([NH:6][C:7]1[CH:12]=[CH:11][C:10]([F:13])=[C:9]([NH:14][CH:24]2[CH2:25][CH2:26][N:21]([CH3:20])[CH2:22][CH2:23]2)[CH:8]=1)=[O:5].